The task is: Predict the reactants needed to synthesize the given product.. This data is from Full USPTO retrosynthesis dataset with 1.9M reactions from patents (1976-2016). (1) Given the product [CH3:5][C:6]1([CH3:20])[CH2:12][CH2:11][CH2:10][N:9]([C:1](=[O:3])[CH3:2])[C:8]2[CH:13]=[C:14]([N+:17]([O-:19])=[O:18])[CH:15]=[CH:16][C:7]1=2, predict the reactants needed to synthesize it. The reactants are: [C:1](Cl)(=[O:3])[CH3:2].[CH3:5][C:6]1([CH3:20])[CH2:12][CH2:11][CH2:10][NH:9][C:8]2[CH:13]=[C:14]([N+:17]([O-:19])=[O:18])[CH:15]=[CH:16][C:7]1=2.C([O-])(O)=O.[Na+].O. (2) Given the product [OH:25][CH2:24][CH2:26][NH:27][C:11]([C:9]1[NH:10][C:6]([C:4]([O:3][CH2:1][CH3:2])=[O:5])=[C:7]([CH3:14])[CH:8]=1)=[O:13], predict the reactants needed to synthesize it. The reactants are: [CH2:1]([O:3][C:4]([C:6]1[NH:10][C:9]([C:11]([OH:13])=O)=[CH:8][C:7]=1[CH3:14])=[O:5])[CH3:2].CCN(C(C)C)C(C)C.[CH2:24]([CH2:26][NH2:27])[OH:25].CN(C(ON1N=NC2C=CC=NC1=2)=[N+](C)C)C.F[P-](F)(F)(F)(F)F.